Dataset: Catalyst prediction with 721,799 reactions and 888 catalyst types from USPTO. Task: Predict which catalyst facilitates the given reaction. (1) Reactant: C(=O)([O-])[O-].[K+].[K+].F[C:8]1[CH:15]=[CH:14][CH:13]=[CH:12][C:9]=1[CH:10]=[O:11].[Cl:16][C:17]1[CH:26]=[CH:25][C:20]([C:21]([O:23][CH3:24])=[O:22])=[CH:19][C:18]=1[OH:27].O. Product: [Cl:16][C:17]1[CH:26]=[CH:25][C:20]([C:21]([O:23][CH3:24])=[O:22])=[CH:19][C:18]=1[O:27][C:8]1[CH:15]=[CH:14][CH:13]=[CH:12][C:9]=1[CH:10]=[O:11]. The catalyst class is: 9. (2) Reactant: C([O:5][C:6](=O)[NH:7][CH2:8][C@@H:9]1[O:13][C:12](=[O:14])[N:11]([C:15]2[CH:20]=[CH:19][C:18]([C:21]3[S:22][CH:23]=[C:24]([CH2:26][N:27]4[CH:31]=[N:30][CH:29]=[N:28]4)[N:25]=3)=[C:17]([F:32])[CH:16]=2)[CH2:10]1)(C)(C)C.F[C:35](F)(F)C(O)=O.C(N(CC)CC)C.C(OC(=O)C)(=O)C. Product: [F:32][C:17]1[CH:16]=[C:15]([N:11]2[CH2:10][C@H:9]([CH2:8][NH:7][C:6](=[O:5])[CH3:35])[O:13][C:12]2=[O:14])[CH:20]=[CH:19][C:18]=1[C:21]1[S:22][CH:23]=[C:24]([CH2:26][N:27]2[CH:31]=[N:30][CH:29]=[N:28]2)[N:25]=1. The catalyst class is: 46. (3) Reactant: CN(C(ON1N=NC2C=CC=NC1=2)=[N+](C)C)C.F[P-](F)(F)(F)(F)F.[C:25]([O:29][C:30]([NH:32][CH2:33][C:34]1([C:49]([OH:51])=O)[CH2:39][CH2:38][N:37]([C:40]2[C:41]3[CH:48]=[CH:47][NH:46][C:42]=3[N:43]=[CH:44][N:45]=2)[CH2:36][CH2:35]1)=[O:31])([CH3:28])([CH3:27])[CH3:26].CCN(C(C)C)C(C)C.[S:61]1[C:65]2[CH:66]=[CH:67][CH:68]=[CH:69][C:64]=2[N:63]=[C:62]1[NH2:70]. Product: [S:61]1[C:65]2[CH:66]=[CH:67][CH:68]=[CH:69][C:64]=2[N:63]=[C:62]1[NH:70][C:49]([C:34]1([CH2:33][NH:32][C:30](=[O:31])[O:29][C:25]([CH3:26])([CH3:28])[CH3:27])[CH2:35][CH2:36][N:37]([C:40]2[C:41]3[CH:48]=[CH:47][NH:46][C:42]=3[N:43]=[CH:44][N:45]=2)[CH2:38][CH2:39]1)=[O:51]. The catalyst class is: 44. (4) Reactant: S(=O)(=O)(O)O.C1(CC(O)=[O:14])C=CC=CC=1.[CH:16]1([N:22]=[C:23]=[N:24][CH:25]2[CH2:30][CH2:29][CH2:28][CH2:27][CH2:26]2)[CH2:21][CH2:20][CH2:19][CH2:18][CH2:17]1. Product: [CH:25]1([NH:24][C:23]([NH:22][CH:16]2[CH2:17][CH2:18][CH2:19][CH2:20][CH2:21]2)=[O:14])[CH2:30][CH2:29][CH2:28][CH2:27][CH2:26]1. The catalyst class is: 17.